Dataset: Reaction yield outcomes from USPTO patents with 853,638 reactions. Task: Predict the reaction yield, written as a fraction of the theoretical maximum amount of product (1.0 means a 100% yield; for example, 0.34 means a 34% yield). (1) The reactants are CC(C)([O-])C.[K+].[C:7](#[N:10])[CH2:8][CH3:9].CO[C:13](=[O:22])[C:14]1[CH:19]=[CH:18][C:17]([C:20]#[N:21])=[CH:16][CH:15]=1. The catalyst is O1CCCC1. The product is [C:7]([CH:8]([CH3:9])[C:13]([C:14]1[CH:15]=[CH:16][C:17]([C:20]#[N:21])=[CH:18][CH:19]=1)=[O:22])#[N:10]. The yield is 0.550. (2) The reactants are [O:1]1[C:5]2[CH:6]=[CH:7][C:8]([C:10]3([C:13]([NH:15][C:16]4[CH:17]=[C:18]5[C:22](=[CH:23][CH:24]=4)[NH:21][CH:20]([C:25]([CH3:28])([CH3:27])[CH3:26])[CH2:19]5)=[O:14])[CH2:12][CH2:11]3)=[CH:9][C:4]=2[O:3][CH2:2]1.O=[CH:30][CH2:31][CH2:32][C:33]([OH:35])=[O:34].[BH3-]C#N.[Na+]. The catalyst is CO.CC(O)=O. The product is [O:1]1[C:5]2[CH:6]=[CH:7][C:8]([C:10]3([C:13]([NH:15][C:16]4[CH:17]=[C:18]5[C:22](=[CH:23][CH:24]=4)[N:21]([CH2:30][CH2:31][CH2:32][C:33]([OH:35])=[O:34])[CH:20]([C:25]([CH3:28])([CH3:27])[CH3:26])[CH2:19]5)=[O:14])[CH2:12][CH2:11]3)=[CH:9][C:4]=2[O:3][CH2:2]1. The yield is 0.300.